From a dataset of Full USPTO retrosynthesis dataset with 1.9M reactions from patents (1976-2016). Predict the reactants needed to synthesize the given product. (1) Given the product [Cl:1][C:2]1[CH:8]=[C:7]([O:9][C:10]2[C:19]3[C:14](=[CH:15][C:16]([O:22][CH3:23])=[C:17]([O:20][CH3:21])[CH:18]=3)[N:13]=[CH:12][N:11]=2)[CH:6]=[CH:5][C:3]=1[NH:4][C:28](=[O:34])[N:37]([CH3:36])[CH2:38][CH2:39][CH3:40], predict the reactants needed to synthesize it. The reactants are: [Cl:1][C:2]1[CH:8]=[C:7]([O:9][C:10]2[C:19]3[C:14](=[CH:15][C:16]([O:22][CH3:23])=[C:17]([O:20][CH3:21])[CH:18]=3)[N:13]=[CH:12][N:11]=2)[CH:6]=[CH:5][C:3]=1[NH2:4].ClC(Cl)(O[C:28](=[O:34])OC(Cl)(Cl)Cl)Cl.[CH3:36][NH:37][CH2:38][CH2:39][CH3:40].CO. (2) Given the product [CH2:10]([O:17][C:18](=[O:19])[NH:20][C:21]1[N:24]=[C:25]([C:26]2[CH:31]=[CH:30][C:29]([O:32][CH3:33])=[CH:28][CH:27]=2)[N:43]([CH2:41][CH3:42])[N:44]=1)[C:11]1[CH:16]=[CH:15][CH:14]=[CH:13][CH:12]=1, predict the reactants needed to synthesize it. The reactants are: C(N(CC)C(C)C)(C)C.[CH2:10]([O:17][C:18]([NH:20][C:21](=[N:24][C:25](=O)[C:26]1[CH:31]=[CH:30][C:29]([O:32][CH3:33])=[CH:28][CH:27]=1)SC)=[O:19])[C:11]1[CH:16]=[CH:15][CH:14]=[CH:13][CH:12]=1.C(O)(=O)C(O)=O.[CH2:41]([NH:43][NH2:44])[CH3:42].CCOCC. (3) Given the product [CH2:37]([O:39][C:40]1[CH:41]=[CH:42][C:43]([S:46]([NH:24][CH2:25][C:26]2[CH:35]=[CH:34][C:29]([C:30]([O:32][CH3:33])=[O:31])=[C:28]([F:36])[CH:27]=2)(=[O:48])=[O:47])=[CH:44][CH:45]=1)[CH3:38], predict the reactants needed to synthesize it. The reactants are: ClC1C=CC(S(NCC2C=CC(C(OC)=O)=CC=2)(=O)=O)=CC=1.Cl.[NH2:24][CH2:25][C:26]1[CH:35]=[CH:34][C:29]([C:30]([O:32][CH3:33])=[O:31])=[C:28]([F:36])[CH:27]=1.[CH2:37]([O:39][C:40]1[CH:45]=[CH:44][C:43]([S:46](Cl)(=[O:48])=[O:47])=[CH:42][CH:41]=1)[CH3:38]. (4) Given the product [CH3:1][O:2][C:3]([C@H:5]([C:12]1[CH:13]=[CH:14][CH:15]=[CH:16][CH:17]=1)[C@@H:6]1[NH:11][CH2:10][CH2:9][CH2:8][CH2:7]1)=[O:4], predict the reactants needed to synthesize it. The reactants are: [CH3:1][O:2][C:3]([C@@H:5]([C:12]1[CH:17]=[CH:16][CH:15]=[CH:14][CH:13]=1)[C@@H:6]1[NH:11][CH2:10][CH2:9][CH2:8][CH2:7]1)=[O:4]. (5) Given the product [C:17]([OH:21])(=[O:20])[CH:18]=[CH2:19].[NH2:10][C:11]([O:36][CH2:29][CH3:28])=[O:12], predict the reactants needed to synthesize it. The reactants are: CC1(C)CC(C[N:10]=[C:11]=[O:12])(C)CC(N=C=O)C1.[C:17]([O:21]CCO)(=[O:20])[CH:18]=[CH2:19].CC1C=C(C(C)(C)C)[C:29]([OH:36])=[C:28](C(C)(C)C)C=1.CCCCCCCCCCCC(O[Sn](OC(CCCCCCCCCCC)=O)(CCCC)CCCC)=O.